From a dataset of NCI-60 drug combinations with 297,098 pairs across 59 cell lines. Regression. Given two drug SMILES strings and cell line genomic features, predict the synergy score measuring deviation from expected non-interaction effect. Drug 1: CCC1(CC2CC(C3=C(CCN(C2)C1)C4=CC=CC=C4N3)(C5=C(C=C6C(=C5)C78CCN9C7C(C=CC9)(C(C(C8N6C)(C(=O)OC)O)OC(=O)C)CC)OC)C(=O)OC)O.OS(=O)(=O)O. Drug 2: CC1=C2C(C(=O)C3(C(CC4C(C3C(C(C2(C)C)(CC1OC(=O)C(C(C5=CC=CC=C5)NC(=O)OC(C)(C)C)O)O)OC(=O)C6=CC=CC=C6)(CO4)OC(=O)C)O)C)O. Cell line: SF-295. Synergy scores: CSS=-1.62, Synergy_ZIP=0.348, Synergy_Bliss=1.17, Synergy_Loewe=-1.81, Synergy_HSA=-1.41.